Dataset: CYP3A4 inhibition data for predicting drug metabolism from PubChem BioAssay. Task: Regression/Classification. Given a drug SMILES string, predict its absorption, distribution, metabolism, or excretion properties. Task type varies by dataset: regression for continuous measurements (e.g., permeability, clearance, half-life) or binary classification for categorical outcomes (e.g., BBB penetration, CYP inhibition). Dataset: cyp3a4_veith. The molecule is COc1ccc(NC(=O)CSc2nc3ccccc3c(=O)n2CCC(=O)N2CCCCC2)cc1. The result is 1 (inhibitor).